Dataset: Reaction yield outcomes from USPTO patents with 853,638 reactions. Task: Predict the reaction yield, written as a fraction of the theoretical maximum amount of product (1.0 means a 100% yield; for example, 0.34 means a 34% yield). The reactants are [Cl:1][C:2]1[C:10]([C:11]2[CH:12]=[CH:13][C:14]([NH2:17])=[N:15][CH:16]=2)=[CH:9][C:8]2[CH2:7][CH2:6][O:5][C:4]=2[CH:3]=1.[F:18][C:19]1[CH:27]=[CH:26][CH:25]=[CH:24][C:20]=1[C:21](Cl)=[O:22].CCN(C(C)C)C(C)C.C([O-])(O)=O.[Na+].C(Cl)Cl. The catalyst is C(Cl)Cl. The product is [Cl:1][C:2]1[C:10]([C:11]2[CH:12]=[CH:13][C:14]([NH:17][C:21]([C:20]3[CH:24]=[CH:25][CH:26]=[CH:27][C:19]=3[F:18])=[O:22])=[N:15][CH:16]=2)=[CH:9][C:8]2[CH2:7][CH2:6][O:5][C:4]=2[CH:3]=1. The yield is 0.458.